Predict the reaction yield, written as a fraction of the theoretical maximum amount of product (1.0 means a 100% yield; for example, 0.34 means a 34% yield). From a dataset of Reaction yield outcomes from USPTO patents with 853,638 reactions. (1) The reactants are [CH3:1][O:2][C:3]1[CH:8]=[CH:7][C:6]([N:9]2[CH:13]=[CH:12][C:11]([NH:14]C(OC)=O)=[N:10]2)=[CH:5][CH:4]=1.[OH-].[K+].Cl. The catalyst is O.CO.C(OCC)(=O)C. The product is [CH3:1][O:2][C:3]1[CH:4]=[CH:5][C:6]([N:9]2[CH:13]=[CH:12][C:11]([NH2:14])=[N:10]2)=[CH:7][CH:8]=1. The yield is 0.380. (2) The reactants are [O:1]=[C:2]1[C:6]2([CH2:11][CH2:10][NH:9][CH2:8][CH2:7]2)[N:5]([C:12]2[CH:17]=[CH:16][CH:15]=[CH:14][CH:13]=2)[CH2:4][N:3]1[CH2:18][C:19]1[CH:20]=[C:21]([CH:29]=[CH:30][CH:31]=1)[C:22]([O:24][C:25]([CH3:28])([CH3:27])[CH3:26])=[O:23].CS(O[CH2:37][CH2:38][CH2:39][CH:40]1[C:48]2[C:43](=[CH:44][CH:45]=[CH:46][CH:47]=2)[NH:42][C:41]1=[O:49])(=O)=O.[I-].[Na+].C(=O)([O-])[O-].[K+].[K+]. The catalyst is CC(=O)CC.C(OCC)(=O)C. The product is [O:1]=[C:2]1[C:6]2([CH2:11][CH2:10][N:9]([CH2:37][CH2:38][CH2:39][CH:40]3[C:48]4[C:43](=[CH:44][CH:45]=[CH:46][CH:47]=4)[NH:42][C:41]3=[O:49])[CH2:8][CH2:7]2)[N:5]([C:12]2[CH:13]=[CH:14][CH:15]=[CH:16][CH:17]=2)[CH2:4][N:3]1[CH2:18][C:19]1[CH:20]=[C:21]([CH:29]=[CH:30][CH:31]=1)[C:22]([O:24][C:25]([CH3:28])([CH3:26])[CH3:27])=[O:23]. The yield is 0.820. (3) The reactants are [OH-].[K+].[CH3:3][C@@H:4]1[CH2:8][CH2:7][C:6](=O)[CH:5]1[C:10]([O:12]CC)=O.[NH2:15][C:16]([NH2:18])=[S:17]. The catalyst is O.C(O)C. The product is [SH:17][C:16]1[N:15]=[C:10]([OH:12])[C:5]2[C@H:4]([CH3:3])[CH2:8][CH2:7][C:6]=2[N:18]=1. The yield is 0.560. (4) The reactants are [C:1]([O:5][C:6]([N:8]1[CH2:12][C@@H:11]([OH:13])[CH2:10][C@H:9]1[CH2:14][O:15][C:16]1[CH:25]=[CH:24][C:19]([C:20]([O:22][CH3:23])=[O:21])=[CH:18][CH:17]=1)=[O:7])([CH3:4])([CH3:3])[CH3:2].[H-].[Na+].[CH3:28]I. The catalyst is C1COCC1. The product is [C:1]([O:5][C:6]([N:8]1[CH2:12][C@@H:11]([O:13][CH3:28])[CH2:10][C@H:9]1[CH2:14][O:15][C:16]1[CH:17]=[CH:18][C:19]([C:20]([O:22][CH3:23])=[O:21])=[CH:24][CH:25]=1)=[O:7])([CH3:4])([CH3:2])[CH3:3]. The yield is 0.600. (5) The reactants are [OH:1][C:2]1[CH:7]=[CH:6][C:5]([C:8]2[C:16]3[C:11](=[CH:12][CH:13]=[C:14]([C:17]#[N:18])[CH:15]=3)[N:10]([CH:19]3[CH2:24][CH2:23][CH2:22][CH2:21][O:20]3)[N:9]=2)=[CH:4][CH:3]=1.C(=O)([O-])[O-].[K+].[K+].CN(C)C=O.Br[CH2:37][CH:38]([CH3:40])[CH3:39]. The catalyst is CCOC(C)=O. The product is [CH3:37][CH:38]([CH3:40])[CH2:39][O:1][C:2]1[CH:7]=[CH:6][C:5]([C:8]2[C:16]3[C:11](=[CH:12][CH:13]=[C:14]([C:17]#[N:18])[CH:15]=3)[N:10]([CH:19]3[CH2:24][CH2:23][CH2:22][CH2:21][O:20]3)[N:9]=2)=[CH:4][CH:3]=1. The yield is 0.736. (6) The reactants are Br[C:2]1[CH:3]=[N:4][C:5]([N:8]2[CH2:13][CH2:12][CH2:11][CH:10]([CH2:14][N:15]3[C:19]4=[N:20][C:21]([C:24]5[CH:25]=[N:26][N:27]([CH3:29])[CH:28]=5)=[CH:22][N:23]=[C:18]4[N:17]=[N:16]3)[CH2:9]2)=[N:6][CH:7]=1.CC1(C)C(C)(C)OB([C:38]2[CH:39]=[N:40][N:41]([CH:43]3[CH2:48][CH2:47][N:46]([C:49]([O:51][C:52]([CH3:55])([CH3:54])[CH3:53])=[O:50])[CH2:45][CH2:44]3)[CH:42]=2)O1.C([O-])([O-])=O.[Na+].[Na+]. The catalyst is C1COCC1.O.C1C=CC([P]([Pd]([P](C2C=CC=CC=2)(C2C=CC=CC=2)C2C=CC=CC=2)([P](C2C=CC=CC=2)(C2C=CC=CC=2)C2C=CC=CC=2)[P](C2C=CC=CC=2)(C2C=CC=CC=2)C2C=CC=CC=2)(C2C=CC=CC=2)C2C=CC=CC=2)=CC=1. The yield is 0.900. The product is [CH3:29][N:27]1[CH:28]=[C:24]([C:21]2[N:20]=[C:19]3[N:15]([CH2:14][CH:10]4[CH2:11][CH2:12][CH2:13][N:8]([C:5]5[N:4]=[CH:3][C:2]([C:39]6[CH:38]=[CH:42][N:41]([CH:43]7[CH2:48][CH2:47][N:46]([C:49]([O:51][C:52]([CH3:55])([CH3:54])[CH3:53])=[O:50])[CH2:45][CH2:44]7)[N:40]=6)=[CH:7][N:6]=5)[CH2:9]4)[N:16]=[N:17][C:18]3=[N:23][CH:22]=2)[CH:25]=[N:26]1. (7) The reactants are [Cl:1][C:2]1[C:6]([Cl:7])=[C:5]([CH3:8])[NH:4][C:3]=1[C:9]([NH:11][C@@H:12]1[CH2:17][CH2:16][NH:15][CH2:14][C@@H:13]1[O:18][CH2:19][CH3:20])=[O:10].Br[C:22]1[S:23][C:24]([C:34]([O:36][CH2:37][CH3:38])=[O:35])=[C:25]([C:27]2[CH:32]=[N:31][C:30]([Cl:33])=[CH:29][N:28]=2)[N:26]=1.C(N(CC)C(C)C)(C)C. The catalyst is CN1CCCC1. The product is [Cl:33][C:30]1[N:31]=[CH:32][C:27]([C:25]2[N:26]=[C:22]([N:15]3[CH2:16][CH2:17][C@@H:12]([NH:11][C:9]([C:3]4[NH:4][C:5]([CH3:8])=[C:6]([Cl:7])[C:2]=4[Cl:1])=[O:10])[C@@H:13]([O:18][CH2:19][CH3:20])[CH2:14]3)[S:23][C:24]=2[C:34]([O:36][CH2:37][CH3:38])=[O:35])=[N:28][CH:29]=1. The yield is 0.790.